This data is from Catalyst prediction with 721,799 reactions and 888 catalyst types from USPTO. The task is: Predict which catalyst facilitates the given reaction. (1) The catalyst class is: 3. Product: [F:1][C:2]1[CH:3]=[CH:4][C:5]2[O:10][CH2:9][C:8](=[O:11])[N:7]([CH2:17][CH2:16][C:15]([OH:19])=[O:18])[C:6]=2[CH:12]=1. Reactant: [F:1][C:2]1[CH:3]=[CH:4][C:5]2[O:10][CH2:9][C:8](=[O:11])[NH:7][C:6]=2[CH:12]=1.[H-].[Na+].[C:15]1(=[O:19])[O:18][CH2:17][CH2:16]1.Cl. (2) Product: [ClH:32].[ClH:32].[C:26]([C:9]1[CH:8]=[C:7]([CH3:2])[CH:12]=[CH:11][C:10]=1[N:13]1[CH2:14][CH2:15][NH:16][CH2:17][CH2:18]1)([CH3:27])([CH3:28])[CH3:29]. The catalyst class is: 375. Reactant: [Li][CH2:2]CCC.Br[C:7]1[CH:12]=[CH:11][C:10]([N:13]2[CH2:18][CH2:17][N:16](C(OC(C)(C)C)=O)[CH2:15][CH2:14]2)=[C:9]([C:26]([CH3:29])([CH3:28])[CH3:27])[CH:8]=1.CI.[ClH:32].C(OC(=O)C)C.Cl. (3) Reactant: [CH2:1]([O:3][C:4]([N:6]1[CH2:11][CH2:10][N:9]([C:12](=[O:37])[C@@H:13]([NH:23][C:24]([C:26]2[CH:35]=[C:34]([OH:36])[C:33]3[C:28](=[CH:29][CH:30]=[CH:31][CH:32]=3)[N:27]=2)=[O:25])[CH2:14][CH2:15][C:16]([O:18][C:19]([CH3:22])([CH3:21])[CH3:20])=[O:17])[CH2:8][CH2:7]1)=[O:5])[CH3:2].CN(C=O)C.C(=O)([O-])[O-].[Cs+].[Cs+].[CH2:49]([O:56][C:57](=[O:60])[CH2:58]Br)[C:50]1[CH:55]=[CH:54][CH:53]=[CH:52][CH:51]=1. Product: [CH2:1]([O:3][C:4]([N:6]1[CH2:7][CH2:8][N:9]([C:12](=[O:37])[C@@H:13]([NH:23][C:24]([C:26]2[CH:35]=[C:34]([O:36][CH2:58][C:57]([O:56][CH2:49][C:50]3[CH:55]=[CH:54][CH:53]=[CH:52][CH:51]=3)=[O:60])[C:33]3[C:28](=[CH:29][CH:30]=[CH:31][CH:32]=3)[N:27]=2)=[O:25])[CH2:14][CH2:15][C:16]([O:18][C:19]([CH3:22])([CH3:21])[CH3:20])=[O:17])[CH2:10][CH2:11]1)=[O:5])[CH3:2]. The catalyst class is: 6. (4) Reactant: [C:1]1(=[O:11])[NH:5][C:4](=[O:6])[C:3]2=[CH:7][CH:8]=[CH:9][CH:10]=[C:2]12.[K].C(=O)([O-])[O-].[K+].[K+].Cl[CH:20]([CH3:23])[CH:21]=[CH2:22]. Product: [CH3:22][CH:21]([N:5]1[C:1](=[O:11])[C:2]2[C:3](=[CH:7][CH:8]=[CH:9][CH:10]=2)[C:4]1=[O:6])[CH:20]=[CH2:23]. The catalyst class is: 3.